Dataset: Cav3 T-type calcium channel HTS with 100,875 compounds. Task: Binary Classification. Given a drug SMILES string, predict its activity (active/inactive) in a high-throughput screening assay against a specified biological target. The compound is Clc1cc(/N=N\N2NC(=O)CC2)ccc1. The result is 0 (inactive).